From a dataset of Catalyst prediction with 721,799 reactions and 888 catalyst types from USPTO. Predict which catalyst facilitates the given reaction. Reactant: [CH2:1]([N:8]1[C:12](=[O:13])[CH2:11][O:10][C:9]1=[O:14])[C:2]1[CH:7]=[CH:6][CH:5]=[CH:4][CH:3]=1.[BH4-].[Na+].CC(C)=O. Product: [CH2:1]([N:8]1[CH:12]([OH:13])[CH2:11][O:10][C:9]1=[O:14])[C:2]1[CH:3]=[CH:4][CH:5]=[CH:6][CH:7]=1. The catalyst class is: 5.